Dataset: CYP3A4 inhibition data for predicting drug metabolism from PubChem BioAssay. Task: Regression/Classification. Given a drug SMILES string, predict its absorption, distribution, metabolism, or excretion properties. Task type varies by dataset: regression for continuous measurements (e.g., permeability, clearance, half-life) or binary classification for categorical outcomes (e.g., BBB penetration, CYP inhibition). Dataset: cyp3a4_veith. The compound is CCC(Sc1nc(=O)cc(N)n1CCc1ccccc1)C(=O)Nc1ccccc1C#N. The result is 1 (inhibitor).